This data is from Reaction yield outcomes from USPTO patents with 853,638 reactions. The task is: Predict the reaction yield, written as a fraction of the theoretical maximum amount of product (1.0 means a 100% yield; for example, 0.34 means a 34% yield). (1) The reactants are [CH3:1][NH2:2].F[C:4]1[CH:9]=[C:8](F)[CH:7]=[CH:6][C:5]=1[N+:11]([O-:13])=[O:12].[CH2:14]([OH:21])[C:15]1[CH:20]=[CH:19][CH:18]=[CH:17][CH:16]=1.C(=O)([O-])[O-].[K+].[K+]. The catalyst is [Br-].C([N+](CCCC)(CCCC)CCCC)CCC.O.C1(C)C=CC=CC=1. The product is [CH2:14]([O:21][C:8]1[CH:7]=[CH:6][C:5]([N+:11]([O-:13])=[O:12])=[C:4]([CH:9]=1)[NH:2][CH3:1])[C:15]1[CH:20]=[CH:19][CH:18]=[CH:17][CH:16]=1. The yield is 0.960. (2) The catalyst is O1CCCC1. The reactants are [Cl:1][C:2]1[C:3]([O:12][C:13]2[CH:18]=[C:17]([O:19][CH2:20][CH2:21][O:22][CH3:23])[CH:16]=[CH:15][C:14]=2[CH:24]([CH3:29])[CH2:25][C:26](O)=[O:27])=[N:4][CH:5]=[C:6]([C:8]([F:11])([F:10])[F:9])[CH:7]=1.[CH3:30][O:31][CH2:32][CH2:33][CH2:34][S:35]([NH2:38])(=[O:37])=[O:36].N12CCCN=C1CCCCC2. The product is [Cl:1][C:2]1[C:3]([O:12][C:13]2[CH:18]=[C:17]([O:19][CH2:20][CH2:21][O:22][CH3:23])[CH:16]=[CH:15][C:14]=2[CH:24]([CH3:29])[CH2:25][C:26]([NH:38][S:35]([CH2:34][CH2:33][CH2:32][O:31][CH3:30])(=[O:37])=[O:36])=[O:27])=[N:4][CH:5]=[C:6]([C:8]([F:10])([F:11])[F:9])[CH:7]=1. The yield is 0.490. (3) The reactants are [NH2:1][CH:2]1[CH2:5][N:4]([C:6]([C:8]2[CH:9]=[C:10]([CH:23]=[CH:24][C:25]=2[F:26])[CH2:11][C:12]2[C:21]3[C:16](=[CH:17][CH:18]=[CH:19][CH:20]=3)[C:15](=[O:22])[NH:14][N:13]=2)=[O:7])[CH2:3]1.[CH3:27][CH:28]([CH3:32])[C:29](=O)[CH3:30].C(O[BH-](OC(=O)C)OC(=O)C)(=O)C.[Na+]. The product is [F:26][C:25]1[CH:24]=[CH:23][C:10]([CH2:11][C:12]2[C:21]3[C:16](=[CH:17][CH:18]=[CH:19][CH:20]=3)[C:15](=[O:22])[NH:14][N:13]=2)=[CH:9][C:8]=1[C:6]([N:4]1[CH2:3][CH:2]([NH:1][CH:29]([CH:28]([CH3:32])[CH3:27])[CH3:30])[CH2:5]1)=[O:7]. The yield is 0.520. No catalyst specified. (4) The reactants are [N:1]12[CH2:8][CH2:7][C:4]([C:9]([C:19]3[CH:24]=[CH:23][CH:22]=[C:21]([O:25][CH3:26])[CH:20]=3)([C:11]3[CH:16]=[CH:15][CH:14]=[C:13]([O:17][CH3:18])[CH:12]=3)[OH:10])([CH2:5][CH2:6]1)[CH2:3][CH2:2]2.[C:27]1([O:33][CH2:34][CH2:35][CH2:36][Br:37])[CH:32]=[CH:31][CH:30]=[CH:29][CH:28]=1. The catalyst is CC#N. The product is [Br-:37].[OH:10][C:9]([C:19]1[CH:24]=[CH:23][CH:22]=[C:21]([O:25][CH3:26])[CH:20]=1)([C:11]1[CH:16]=[CH:15][CH:14]=[C:13]([O:17][CH3:18])[CH:12]=1)[C:4]12[CH2:5][CH2:6][N+:1]([CH2:36][CH2:35][CH2:34][O:33][C:27]3[CH:32]=[CH:31][CH:30]=[CH:29][CH:28]=3)([CH2:2][CH2:3]1)[CH2:8][CH2:7]2. The yield is 0.332. (5) The reactants are CO[C:3]([CH2:5][C:6]([CH2:8][C:9]([O:11][CH3:12])=[O:10])=[O:7])=[O:4].CO[C:15]1[CH2:16][CH2:17][CH2:18][N:19]=1. The catalyst is C(N(CC)CC)C. The product is [OH:7][C:6]1[C:8]([C:9]([O:11][CH3:12])=[O:10])=[C:18]2[N:19]([CH2:15][CH2:16][CH2:17]2)[C:3](=[O:4])[CH:5]=1. The yield is 0.750. (6) The reactants are [CH3:1][O:2][C:3]1[CH:9]=[CH:8][C:7]([CH3:10])=[CH:6][C:4]=1[NH2:5].[C:11]([N:19]=[C:20]=[S:21])(=[O:18])[C:12]1[CH:17]=[CH:16][CH:15]=[CH:14][CH:13]=1. The catalyst is C(#N)C. The product is [CH3:1][O:2][C:3]1[CH:9]=[CH:8][C:7]([CH3:10])=[CH:6][C:4]=1[NH:5][C:20]([NH:19][C:11](=[O:18])[C:12]1[CH:13]=[CH:14][CH:15]=[CH:16][CH:17]=1)=[S:21]. The yield is 0.550. (7) The reactants are [CH:1]([C:4]1[CH:9]=[CH:8][C:7]([C@@H:10]2[C:14]3[C:15]([CH3:21])=[C:16]([NH2:20])[C:17]([CH3:19])=[CH:18][C:13]=3[O:12][CH2:11]2)=[CH:6][CH:5]=1)([CH3:3])[CH3:2].C([O:25][CH2:26][CH3:27])(=O)C.CCC[CH2:31][CH2:32][CH3:33].[CH:34](Cl)(Cl)Cl. No catalyst specified. The product is [CH:1]([C:4]1[CH:5]=[CH:6][C:7]([C@@H:10]2[C:14]3[C:15]([CH3:21])=[C:16]([NH:20][C:26](=[O:25])[CH2:27][C:32]([CH3:31])([CH3:33])[CH3:34])[C:17]([CH3:19])=[CH:18][C:13]=3[O:12][CH2:11]2)=[CH:8][CH:9]=1)([CH3:3])[CH3:2]. The yield is 0.930. (8) The reactants are [I:1][C:2]1[CH:3]=[C:4]2[C:9](=[CH:10][CH:11]=1)[N:8]=[CH:7][NH:6][C:5]2=O.O=S(Cl)[Cl:15]. The catalyst is CN(C=O)C. The product is [Cl:15][C:5]1[C:4]2[C:9](=[CH:10][CH:11]=[C:2]([I:1])[CH:3]=2)[N:8]=[CH:7][N:6]=1. The yield is 0.700. (9) The reactants are [NH2:1][C:2]1[S:3][C:4](Br)=[C:5]([C:7]([CH3:10])([CH3:9])[CH3:8])[N:6]=1.[NH:12]1[CH2:17][CH2:16][CH2:15][CH2:14][CH2:13]1.C(=O)([O-])[O-].[K+].[K+].C(#N)C. The catalyst is O. The product is [NH2:1][C:2]1[S:3][C:4]([N:12]2[CH2:17][CH2:16][CH2:15][CH2:14][CH2:13]2)=[C:5]([C:7]([CH3:10])([CH3:9])[CH3:8])[N:6]=1. The yield is 0.793. (10) The reactants are CCN(C(C)C)C(C)C.C1C=CC2N(O)N=NC=2C=1.CCN=C=NCCCN(C)C.[N:31]1[CH:36]=[CH:35][CH:34]=[C:33]([N:37]2[CH:41]=[C:40]([C:42]([NH:44][CH2:45][C:46]([OH:48])=O)=[O:43])[N:39]=[N:38]2)[CH:32]=1.NC1C=NC=CC=1.Cl.[F:57][C:58]1[CH:59]=[C:60]([CH:66]=[C:67]([C:69]([F:72])([F:71])[F:70])[CH:68]=1)[O:61][CH:62]1[CH2:65][NH:64][CH2:63]1.Cl.FC(F)(F)C1C=C(C=CC=1)OC1CNC1. The catalyst is CN(C=O)C. The product is [F:57][C:58]1[CH:59]=[C:60]([CH:66]=[C:67]([C:69]([F:71])([F:70])[F:72])[CH:68]=1)[O:61][CH:62]1[CH2:65][N:64]([C:46](=[O:48])[CH2:45][NH:44][C:42]([C:40]2[N:39]=[N:38][N:37]([C:33]3[CH:32]=[N:31][CH:36]=[CH:35][CH:34]=3)[CH:41]=2)=[O:43])[CH2:63]1. The yield is 0.164.